This data is from Catalyst prediction with 721,799 reactions and 888 catalyst types from USPTO. The task is: Predict which catalyst facilitates the given reaction. (1) Reactant: [NH2:1][C:2]1[N:7]=[CH:6][N:5]=[C:4]2[N:8]([C@@H:12]3[CH2:17][CH2:16][CH2:15][N:14]([C:18]([O:20][C:21]([CH3:24])([CH3:23])[CH3:22])=[O:19])[CH2:13]3)[N:9]=[C:10](I)[C:3]=12.[F:25][C:26]1[CH:31]=[C:30]([O:32][C:33]2[CH:38]=[CH:37][CH:36]=[CH:35][CH:34]=2)[CH:29]=[CH:28][C:27]=1B(O)O.C(=O)([O-])[O-].[Na+].[Na+].COCCOC. Product: [NH2:1][C:2]1[N:7]=[CH:6][N:5]=[C:4]2[N:8]([C@@H:12]3[CH2:17][CH2:16][CH2:15][N:14]([C:18]([O:20][C:21]([CH3:24])([CH3:23])[CH3:22])=[O:19])[CH2:13]3)[N:9]=[C:10]([C:27]3[CH:28]=[CH:29][C:30]([O:32][C:33]4[CH:38]=[CH:37][CH:36]=[CH:35][CH:34]=4)=[CH:31][C:26]=3[F:25])[C:3]=12. The catalyst class is: 103. (2) Reactant: [CH2:1]([S:3]([N:6]1[CH2:11][CH2:10][CH:9]([C:12]2[C:20]3[C:15](=[C:16]([C:28]([NH2:30])=[O:29])[CH:17]=[C:18]([C:21]4[CH:25]=[C:24]([CH:26]=O)[S:23][CH:22]=4)[CH:19]=3)[NH:14][CH:13]=2)[CH2:8][CH2:7]1)(=[O:5])=[O:4])[CH3:2].[C:31]1([CH:37]2[CH2:41][CH2:40][CH2:39][NH:38]2)[CH:36]=[CH:35][CH:34]=[CH:33][CH:32]=1.C(O[BH-](OC(=O)C)OC(=O)C)(=O)C.[Na+]. Product: [CH2:1]([S:3]([N:6]1[CH2:11][CH2:10][CH:9]([C:12]2[C:20]3[C:15](=[C:16]([C:28]([NH2:30])=[O:29])[CH:17]=[C:18]([C:21]4[CH:25]=[C:24]([CH2:26][N:38]5[CH2:39][CH2:40][CH2:41][CH:37]5[C:31]5[CH:36]=[CH:35][CH:34]=[CH:33][CH:32]=5)[S:23][CH:22]=4)[CH:19]=3)[NH:14][CH:13]=2)[CH2:8][CH2:7]1)(=[O:4])=[O:5])[CH3:2]. The catalyst class is: 16. (3) Product: [Br:21][C:10]1[CH:9]=[N:8][C:13]([Cl:14])=[C:12]([O:15][C@@H:16]2[CH2:20][CH2:19][NH:18][CH2:17]2)[CH:11]=1. The catalyst class is: 4. Reactant: C(OC([N:8]1[C:13]([Cl:14])=[C:12]([O:15][C@@H:16]2[CH2:20][CH2:19][NH:18][CH2:17]2)[CH:11]=[C:10]([Br:21])[CH2:9]1)=O)(C)(C)C.FC(F)(F)C(O)=O.